This data is from Reaction yield outcomes from USPTO patents with 853,638 reactions. The task is: Predict the reaction yield, written as a fraction of the theoretical maximum amount of product (1.0 means a 100% yield; for example, 0.34 means a 34% yield). (1) The reactants are [F:1]/[C:2](=[CH:8]\[CH3:9])/[C:3]([O:5][CH2:6][CH3:7])=[O:4].[Br:10]N1C(=O)CCC1=O. The catalyst is C(Cl)(Cl)(Cl)Cl.C(OOC(=O)C1C=CC=CC=1)(=O)C1C=CC=CC=1. The product is [Br:10][CH2:9]/[CH:8]=[C:2](\[F:1])/[C:3]([O:5][CH2:6][CH3:7])=[O:4]. The yield is 0.130. (2) The reactants are FC(F)(F)C(O)=O.[Cl:8][C:9]1[CH:14]=[C:13]([Cl:15])[CH:12]=[CH:11][C:10]=1[C@H:16]([N:18]1[C:22]2[CH:23]=[C:24]([N:27]3[CH2:32][CH2:31][N:30]([C:33]([C@H:35]4[CH2:39][CH2:38][CH2:37][N:36]4C(OC(C)(C)C)=O)=[O:34])[CH2:29][C@H:28]3[CH3:47])[CH:25]=[CH:26][C:21]=2[N:20]=[CH:19]1)[CH3:17]. The catalyst is ClCCl. The product is [Cl:8][C:9]1[CH:14]=[C:13]([Cl:15])[CH:12]=[CH:11][C:10]=1[C@H:16]([N:18]1[C:22]2[CH:23]=[C:24]([N:27]3[CH2:32][CH2:31][N:30]([C:33]([C@H:35]4[CH2:39][CH2:38][CH2:37][NH:36]4)=[O:34])[CH2:29][C@H:28]3[CH3:47])[CH:25]=[CH:26][C:21]=2[N:20]=[CH:19]1)[CH3:17]. The yield is 0.210. (3) The yield is 0.800. No catalyst specified. The reactants are [CH3:1][Si:2]([CH3:9])([CH3:8])[NH:3][Si](C)(C)C.[CH:10]([Si:12]([Cl:15])(Cl)[Cl:13])=[CH2:11]. The product is [Cl:13][Si:12]([Cl:15])([CH:10]=[CH2:11])[NH:3][Si:2]([CH3:9])([CH3:8])[CH3:1]. (4) The reactants are [C:1]([O:5][C:6]([N:8]1[CH2:11][CH:10]([CH2:12][OH:13])[CH2:9]1)=[O:7])([CH3:4])([CH3:3])[CH3:2].CCN(CC)CC.[CH3:21][S:22](Cl)(=[O:24])=[O:23]. The catalyst is C(Cl)Cl. The product is [C:1]([O:5][C:6]([N:8]1[CH2:11][CH:10]([CH2:12][O:13][S:22]([CH3:21])(=[O:24])=[O:23])[CH2:9]1)=[O:7])([CH3:4])([CH3:3])[CH3:2]. The yield is 0.850. (5) The reactants are [NH2:1][C@@:2]1([CH2:9][C:10]#[C:11][C:12]2[N:17]=[C:16]([CH3:18])[CH:15]=[C:14]([C:19]3[CH:24]=[CH:23][C:22]([C:25]([F:28])([F:27])[F:26])=[CH:21][CH:20]=3)[N:13]=2)[CH2:6][CH2:5][N:4]([CH3:7])[C:3]1=[O:8]. The catalyst is CC#N.FC(F)(F)S([O-])(=O)=O.[Ag+]. The product is [CH3:7][N:4]1[CH2:5][CH2:6][C@:2]2([N:1]=[C:11]([C:12]3[N:17]=[C:16]([CH3:18])[CH:15]=[C:14]([C:19]4[CH:20]=[CH:21][C:22]([C:25]([F:28])([F:27])[F:26])=[CH:23][CH:24]=4)[N:13]=3)[CH2:10][CH2:9]2)[C:3]1=[O:8]. The yield is 0.926. (6) The reactants are [NH:1]1[CH:5]=[C:4]([C:6]([OH:8])=[O:7])[CH:3]=[N:2]1.[OH-].[Na+].[C:11]([O:15][C:16](O[C:16]([O:15][C:11]([CH3:14])([CH3:13])[CH3:12])=[O:17])=[O:17])([CH3:14])([CH3:13])[CH3:12]. No catalyst specified. The product is [C:11]([O:15][C:16]([N:1]1[CH:5]=[C:4]([C:6]([OH:8])=[O:7])[CH:3]=[N:2]1)=[O:17])([CH3:14])([CH3:13])[CH3:12]. The yield is 0.270. (7) The catalyst is C1COCC1. The reactants are C1([C:7]2[NH:11][C:10]3[C:12]([C:16]([O:18]C)=[O:17])=[CH:13][CH:14]=[CH:15][C:9]=3[N:8]=2)C=CC=CC=1.[OH-].[Na+].Cl. The product is [C:9]1([N:11]2[C:10]3[C:12]([C:16]([OH:18])=[O:17])=[CH:13][CH:14]=[CH:15][C:9]=3[N:8]=[CH:7]2)[CH:15]=[CH:14][CH:13]=[CH:12][CH:10]=1. The yield is 0.860. (8) The reactants are C[Al](C)C.[CH:5]1[C:10]([NH2:11])=[CH:9][CH:8]=[C:7]([S:12]([NH:15][C:16]2[S:20][CH:19]=[CH:18][N:17]=2)(=[O:14])=[O:13])[CH:6]=1.[Cl:21][C:22]1[CH:30]=[CH:29][CH:28]=[C:27]2[C:23]=1[CH2:24][CH2:25][N:26]2[C@H:31]1[CH2:35][CH2:34][O:33][C:32]1=[O:36].Cl. The catalyst is CCCCCC.ClCCl.C(OC(=O)C)C. The product is [Cl:21][C:22]1[CH:30]=[CH:29][CH:28]=[C:27]2[C:23]=1[CH2:24][CH2:25][N:26]2[C@@H:31]([CH2:35][CH2:34][OH:33])[C:32]([NH:11][C:10]1[CH:5]=[CH:6][C:7]([S:12](=[O:14])(=[O:13])[NH:15][C:16]2[S:20][CH:19]=[CH:18][N:17]=2)=[CH:8][CH:9]=1)=[O:36]. The yield is 0.800.